The task is: Predict the reaction yield, written as a fraction of the theoretical maximum amount of product (1.0 means a 100% yield; for example, 0.34 means a 34% yield).. This data is from Reaction yield outcomes from USPTO patents with 853,638 reactions. The reactants are [CH3:1][O:2][C:3](=[O:15])[C:4]1[CH:9]=[C:8](N)[C:7](NC)=[C:6]([Cl:13])[C:5]=1[NH2:14].Cl.[C:17]([NH2:20])(=[NH:19])[CH3:18].[CH3:21]CO. No catalyst specified. The product is [CH3:1][O:2][C:3]([C:4]1[C:5]([NH2:14])=[C:6]([Cl:13])[C:7]2[N:19]([CH3:21])[C:17]([CH3:18])=[N:20][C:8]=2[CH:9]=1)=[O:15]. The yield is 0.580.